Dataset: Reaction yield outcomes from USPTO patents with 853,638 reactions. Task: Predict the reaction yield, written as a fraction of the theoretical maximum amount of product (1.0 means a 100% yield; for example, 0.34 means a 34% yield). (1) The reactants are [Cl:1][C:2]1[N:6]([CH3:7])[N:5]=[C:4]([CH3:8])[C:3]=1[CH:9]=[O:10].[Cl:11]Cl. The catalyst is ClC1C=CC=CC=1. The product is [Cl:1][C:2]1[N:6]([CH3:7])[N:5]=[C:4]([CH3:8])[C:3]=1[C:9]([Cl:11])=[O:10]. The yield is 0.870. (2) The product is [C:21]([O:20][C:18]([N:25]1[CH:14]=[C:13]([CH2:12][CH2:11][CH2:10][C:9]([O:8][CH2:1][C:2]2[CH:7]=[CH:6][CH:5]=[CH:4][CH:3]=2)=[O:17])[N:27]=[C:26]1[NH2:28])=[O:19])([CH3:24])([CH3:22])[CH3:23]. The reactants are [CH2:1]([O:8][C:9](=[O:17])[CH2:10][CH2:11][CH2:12][C:13](=O)[CH2:14]Br)[C:2]1[CH:7]=[CH:6][CH:5]=[CH:4][CH:3]=1.[C:18]([NH:25][C:26]([NH2:28])=[NH:27])([O:20][C:21]([CH3:24])([CH3:23])[CH3:22])=[O:19]. The yield is 0.660. The catalyst is CN(C=O)C. (3) The reactants are [O:1]1[C:5]2[CH:6]=[CH:7][C:8]([C:10](Cl)=[O:11])=[CH:9][C:4]=2[O:3][CH2:2]1.Cl.[CH3:14][O:15][C:16](=[O:23])[C@@H:17]([CH2:19][CH:20]([CH3:22])[CH3:21])[NH2:18]. No catalyst specified. The product is [O:3]1[C:4]2[CH:9]=[C:8]([C:10]([NH:18][C@H:17]([CH2:19][CH:20]([CH3:22])[CH3:21])[C:16]([O:15][CH3:14])=[O:23])=[O:11])[CH:7]=[CH:6][C:5]=2[O:1][CH2:2]1. The yield is 0.830. (4) The product is [C:1]1([NH:7][C:8]([N:14]2[C:15](=[O:19])[NH:16][C:17]3[C:13]2=[N:12][CH:11]=[N:10][CH:18]=3)=[O:9])[CH:6]=[CH:5][CH:4]=[CH:3][CH:2]=1. The reactants are [C:1]1([N:7]=[C:8]=[O:9])[CH:6]=[CH:5][CH:4]=[CH:3][CH:2]=1.[N:10]1[CH:18]=[C:17]2[C:13]([NH:14][C:15](=[O:19])[NH:16]2)=[N:12][CH:11]=1. The catalyst is CN(C=O)C. The yield is 0.210.